This data is from Forward reaction prediction with 1.9M reactions from USPTO patents (1976-2016). The task is: Predict the product of the given reaction. Given the reactants [NH2:1][C:2]1[S:3][C:4]([CH2:11][C:12]2[CH:17]=[CH:16][CH:15]=[CH:14][CH:13]=2)=[CH:5][C:6]=1[C:7]([O:9][CH3:10])=[O:8].[Cl:18][C:19]([Cl:26])([Cl:25])[C:20]([N:22]=[C:23]=[O:24])=[O:21], predict the reaction product. The product is: [CH2:11]([C:4]1[S:3][C:2]([NH:1][C:23]([NH:22][C:20](=[O:21])[C:19]([Cl:26])([Cl:25])[Cl:18])=[O:24])=[C:6]([C:7]([O:9][CH3:10])=[O:8])[CH:5]=1)[C:12]1[CH:17]=[CH:16][CH:15]=[CH:14][CH:13]=1.